From a dataset of Catalyst prediction with 721,799 reactions and 888 catalyst types from USPTO. Predict which catalyst facilitates the given reaction. (1) Reactant: [N+:1]([C:4]1[CH:18]=[CH:17][CH:16]=[CH:15][C:5]=1[NH:6][C:7]1[S:8][C:9]([CH3:14])=[CH:10][C:11]=1[C:12]#[N:13])([O-])=O. Product: [NH2:1][C:4]1[CH:18]=[CH:17][CH:16]=[CH:15][C:5]=1[NH:6][C:7]1[S:8][C:9]([CH3:14])=[CH:10][C:11]=1[C:12]#[N:13]. The catalyst class is: 78. (2) Reactant: C(N(CC)CC)C.[Cl:8][C:9]1[CH:14]=[C:13]([O:15][CH3:16])[CH:12]=[CH:11][C:10]=1[S:17](Cl)(=[O:19])=[O:18].[NH2:21][C:22]1[CH:23]=[CH:24][C:25]2[CH2:29][O:28][B:27]([OH:30])[C:26]=2[CH:31]=1.Cl. Product: [Cl:8][C:9]1[CH:14]=[C:13]([O:15][CH3:16])[CH:12]=[CH:11][C:10]=1[S:17]([NH:21][C:22]1[CH:23]=[CH:24][C:25]2[CH2:29][O:28][B:27]([OH:30])[C:26]=2[CH:31]=1)(=[O:19])=[O:18]. The catalyst class is: 255. (3) Reactant: [C:1]([C:5]1[O:6][C:7]2[C:8](=[C:10]([C:23]([OH:25])=[O:24])[CH:11]=[C:12]([C:17]3[CH:22]=[CH:21][CH:20]=[CH:19][CH:18]=3)[C:13]=2[N+:14]([O-])=O)[N:9]=1)([CH3:4])([CH3:3])[CH3:2].[H][H]. Product: [NH2:14][C:13]1[C:12]([C:17]2[CH:22]=[CH:21][CH:20]=[CH:19][CH:18]=2)=[CH:11][C:10]([C:23]([OH:25])=[O:24])=[C:8]2[C:7]=1[O:6][C:5]([C:1]([CH3:4])([CH3:2])[CH3:3])=[N:9]2. The catalyst class is: 129. (4) Reactant: [F:1][C:2]([F:11])([F:10])[C:3]1[C:4]([OH:9])=[N:5][CH:6]=[CH:7][CH:8]=1.[I:12]N1C(=O)CCC1=O.C([O-])(O)=O.[Na+]. Product: [I:12][C:7]1[CH:8]=[C:3]([C:2]([F:1])([F:10])[F:11])[C:4]([OH:9])=[N:5][CH:6]=1. The catalyst class is: 705. (5) Reactant: Cl[C:2]1[C:7]2=[N:8][N:9]=[CH:10][N:6]2[N:5]=[C:4]([C:11]2[CH:16]=[CH:15][C:14]([Cl:17])=[CH:13][C:12]=2[Cl:18])[N:3]=1.Cl.[NH:20]1[CH2:25][CH2:24][CH2:23][CH:22]([NH:26][C:27]2[N:32]=[CH:31][C:30]([C:33]#[N:34])=[CH:29][CH:28]=2)[CH2:21]1.C(N(CC)C(C)C)(C)C. Product: [Cl:18][C:12]1[CH:13]=[C:14]([Cl:17])[CH:15]=[CH:16][C:11]=1[C:4]1[N:3]=[C:2]([N:20]2[CH2:25][CH2:24][CH2:23][CH:22]([NH:26][C:27]3[N:32]=[CH:31][C:30]([C:33]#[N:34])=[CH:29][CH:28]=3)[CH2:21]2)[C:7]2=[N:8][N:9]=[CH:10][N:6]2[N:5]=1. The catalyst class is: 16. (6) Reactant: C([O:3][CH2:4][CH2:5][O:6][NH:7][C:8]([C:10]1[C:25]([NH:26][C:27]2[CH:32]=[CH:31][C:30]([Br:33])=[CH:29][C:28]=2[Cl:34])=[C:24]([F:35])[C:13]2[N:14]=[CH:15][N:16]([CH2:17][CH:18]3[CH2:23][CH2:22][CH2:21][CH2:20][O:19]3)[C:12]=2[CH:11]=1)=[O:9])=C.BrC1C=CC(NC2C(C(O)=O)=CC3N(CC4CCCCO4)C=NC=3C=2F)=C(Cl)C=1.C1C=CC2N(O)N=NC=2C=1.C(N(CC)CC)C.C(OCCON)=C.CCN=C=NCCCN(C)C. Product: [OH:3][CH2:4][CH2:5][O:6][NH:7][C:8]([C:10]1[C:25]([NH:26][C:27]2[CH:32]=[CH:31][C:30]([Br:33])=[CH:29][C:28]=2[Cl:34])=[C:24]([F:35])[C:13]2[N:14]=[CH:15][N:16]([CH2:17][CH:18]3[CH2:23][CH2:22][CH2:21][CH2:20][O:19]3)[C:12]=2[CH:11]=1)=[O:9]. The catalyst class is: 288. (7) Reactant: [Cl:1][C:2]1[CH:3]=[C:4]([CH:12]([CH2:16][CH:17]2[CH2:21][CH2:20][C:19](=[O:22])[CH2:18]2)[C:13](O)=[O:14])[CH:5]=[CH:6][C:7]=1[S:8]([CH3:11])(=[O:10])=[O:9].C(Cl)(=O)C(Cl)=O.[NH2:29][C:30]1[CH:35]=[N:34][CH:33]=[CH:32][N:31]=1.N1C=CC=CC=1. Product: [Cl:1][C:2]1[CH:3]=[C:4]([CH:12]([CH2:16][CH:17]2[CH2:21][CH2:20][C:19](=[O:22])[CH2:18]2)[C:13]([NH:29][C:30]2[CH:35]=[N:34][CH:33]=[CH:32][N:31]=2)=[O:14])[CH:5]=[CH:6][C:7]=1[S:8]([CH3:11])(=[O:10])=[O:9]. The catalyst class is: 832.